From a dataset of Forward reaction prediction with 1.9M reactions from USPTO patents (1976-2016). Predict the product of the given reaction. (1) Given the reactants C1(N2C(C3C=CC(OCC4C=CC=CC=4)=CC=3)=CC(/C=C/C(O)=O)=N2)CCCCC1.[CH2:31]([O:38][C:39]1[CH:44]=[CH:43][C:42]([C:45]2[N:49]([CH:50]3[CH2:55][CH2:54][CH2:53][CH2:52][CH2:51]3)[N:48]=[C:47](/[CH:56]=[CH:57]/[C:58]([O:60]C)=[O:59])[C:46]=2[Br:62])=[CH:41][CH:40]=1)[C:32]1[CH:37]=[CH:36][CH:35]=[CH:34][CH:33]=1, predict the reaction product. The product is: [CH2:31]([O:38][C:39]1[CH:40]=[CH:41][C:42]([C:45]2[N:49]([CH:50]3[CH2:55][CH2:54][CH2:53][CH2:52][CH2:51]3)[N:48]=[C:47](/[CH:56]=[CH:57]/[C:58]([OH:60])=[O:59])[C:46]=2[Br:62])=[CH:43][CH:44]=1)[C:32]1[CH:33]=[CH:34][CH:35]=[CH:36][CH:37]=1. (2) Given the reactants [N:1]1([C:7]2[CH:15]=[CH:14][CH:13]=[CH:12][C:8]=2[C:9]([OH:11])=[O:10])[CH2:6][CH2:5][NH:4][CH2:3][CH2:2]1.C(N(C(C)C)CC)(C)C.[CH3:25][C:26]([O:29][C:30](O[C:30]([O:29][C:26]([CH3:28])([CH3:27])[CH3:25])=[O:31])=[O:31])([CH3:28])[CH3:27].[NH4+].[Cl-], predict the reaction product. The product is: [C:26]([O:29][C:30]([N:4]1[CH2:3][CH2:2][N:1]([C:7]2[CH:15]=[CH:14][CH:13]=[CH:12][C:8]=2[C:9]([OH:11])=[O:10])[CH2:6][CH2:5]1)=[O:31])([CH3:28])([CH3:27])[CH3:25]. (3) Given the reactants [Br:1][C:2]1[CH:7]=[C:6]([CH3:8])[C:5]([CH3:9])=[CH:4][C:3]=1[OH:10].Br[C:12]1[CH:17]=[CH:16]C(F)=[CH:14][C:13]=1O[C@H](CC=C)C, predict the reaction product. The product is: [Br:1][C:2]1[CH:7]=[C:6]([CH3:8])[C:5]([CH3:9])=[CH:4][C:3]=1[O:10][C@H:17]([CH2:12][CH:13]=[CH2:14])[CH3:16]. (4) Given the reactants N#N.[CH2:3]([O:10][C@H:11]1[C@H:15]([OH:16])[C@@H:14]([CH2:17][OH:18])[O:13][C@H:12]1[N:19]1[CH:27]=[N:26][C:25]2[C:20]1=[N:21][CH:22]=[N:23][C:24]=2[O:28][CH2:29][CH2:30][Si:31]([CH3:34])([CH3:33])[CH3:32])[C:4]1[CH:9]=[CH:8][CH:7]=[CH:6][CH:5]=1.[CH3:35][O:36][C:37]1[CH:58]=[CH:57][C:40]([C:41](Cl)([C:50]2[CH:55]=[CH:54][CH:53]=[CH:52][CH:51]=2)[C:42]2[CH:47]=[CH:46][C:45]([O:48][CH3:49])=[CH:44][CH:43]=2)=[CH:39][CH:38]=1, predict the reaction product. The product is: [CH3:49][O:48][C:45]1[CH:44]=[CH:43][C:42]([C:41]([C:40]2[CH:39]=[CH:38][C:37]([O:36][CH3:35])=[CH:58][CH:57]=2)([C:50]2[CH:55]=[CH:54][CH:53]=[CH:52][CH:51]=2)[O:18][CH2:17][C@H:14]2[O:13][C@@H:12]([N:19]3[CH:27]=[N:26][C:25]4[C:20]3=[N:21][CH:22]=[N:23][C:24]=4[O:28][CH2:29][CH2:30][Si:31]([CH3:34])([CH3:33])[CH3:32])[C@@H:11]([O:10][CH2:3][C:4]3[CH:9]=[CH:8][CH:7]=[CH:6][CH:5]=3)[C@@H:15]2[OH:16])=[CH:47][CH:46]=1. (5) Given the reactants [F:1][C:2]1[CH:7]=[CH:6][C:5]([CH2:8][C:9]([N:11]2[CH2:15][CH:14]([O:16][C:17](=[O:22])[C:18]([CH3:21])([CH3:20])[CH3:19])[CH2:13][N:12]2[C:23]([C:25]2[CH:30]=[CH:29][N:28]=[C:27]([S:31][CH3:32])[N:26]=2)=O)=[O:10])=[CH:4][CH:3]=1.[H-].[Na+], predict the reaction product. The product is: [F:1][C:2]1[CH:3]=[CH:4][C:5]([C:8]2[C:9](=[O:10])[N:11]3[CH2:15][CH:14]([O:16][C:17](=[O:22])[C:18]([CH3:19])([CH3:21])[CH3:20])[CH2:13][N:12]3[C:23]=2[C:25]2[CH:30]=[CH:29][N:28]=[C:27]([S:31][CH3:32])[N:26]=2)=[CH:6][CH:7]=1.